From a dataset of TCR-epitope binding with 47,182 pairs between 192 epitopes and 23,139 TCRs. Binary Classification. Given a T-cell receptor sequence (or CDR3 region) and an epitope sequence, predict whether binding occurs between them. The TCR CDR3 sequence is CASSKVTQPNTEAFF. The epitope is IPSINVHHY. Result: 0 (the TCR does not bind to the epitope).